From a dataset of Full USPTO retrosynthesis dataset with 1.9M reactions from patents (1976-2016). Predict the reactants needed to synthesize the given product. (1) Given the product [Cl:20][C:14]([C:11]1[O:12][C:13]2[C:5]([C:3]([O:2][CH3:1])=[O:4])=[CH:6][CH:7]=[CH:8][C:9]=2[CH:10]=1)=[O:16], predict the reactants needed to synthesize it. The reactants are: [CH3:1][O:2][C:3]([C:5]1[C:13]2[O:12][C:11]([C:14]([OH:16])=O)=[CH:10][C:9]=2[CH:8]=[CH:7][CH:6]=1)=[O:4].C(Cl)(=O)C([Cl:20])=O. (2) Given the product [NH:40]1[C:41]2[C:37](=[C:36]([C:2]3[N:3]=[C:4]([N:13]4[CH2:18][CH2:17][O:16][CH2:15][CH2:14]4)[C:5]4[S:10][C:9]([CH2:11][NH:12][C:19](=[O:26])[C:20]5[CH:25]=[CH:24][CH:23]=[CH:22][CH:21]=5)=[CH:8][C:6]=4[N:7]=3)[CH:44]=[CH:43][CH:42]=2)[CH:38]=[N:39]1, predict the reactants needed to synthesize it. The reactants are: Cl[C:2]1[N:3]=[C:4]([N:13]2[CH2:18][CH2:17][O:16][CH2:15][CH2:14]2)[C:5]2[S:10][C:9]([CH2:11][NH2:12])=[CH:8][C:6]=2[N:7]=1.[C:19](Cl)(=[O:26])[C:20]1[CH:25]=[CH:24][CH:23]=[CH:22][CH:21]=1.CC1(C)C(C)(C)OB([C:36]2[CH:44]=[CH:43][CH:42]=[C:41]3[C:37]=2[CH:38]=[N:39][NH:40]3)O1. (3) Given the product [C:34]([OH:35])(=[O:33])[CH3:37].[OH:26][C@H:27]([C:29]1[CH:40]=[CH:39][C:32]([OH:33])=[C:31]([CH2:36][OH:35])[CH:30]=1)[CH2:28][NH:24][CH2:23][CH2:22][CH2:21][CH2:20][CH2:19][CH2:18][O:17][CH2:13][CH2:14][CH2:15][CH2:16][C:10]1[CH:11]=[C:6]([S:3]([N:2]([CH3:12])[CH3:1])(=[O:4])=[O:5])[CH:7]=[CH:8][CH:9]=1, predict the reactants needed to synthesize it. The reactants are: [CH3:1][N:2]([CH3:12])[S:3]([C:6]1[CH:11]=[CH:10][CH:9]=[CH:8][CH:7]=1)(=[O:5])=[O:4].[CH2:13]([O:17][CH2:18][CH2:19][CH2:20][CH2:21][CH2:22][CH2:23][N:24]1[CH2:28][C@@H:27]([C:29]2[CH:40]=[CH:39][C:32]3[O:33][C:34](C)([CH3:37])[O:35][CH2:36][C:31]=3[CH:30]=2)[O:26]C1=O)[CH2:14][C:15]#[CH:16].BrC1C=C(S(N(C)C)(=O)=O)C=CC=1. (4) Given the product [Br:30][C:29]1[C:24]([N:20]2[C:19]([CH2:18][C:11]3[N:10]=[CH:9][N:8]4[N:7]=[C:6]([C:4]([NH2:31])=[O:3])[N:14]=[C:13]4[C:12]=3[CH2:15][CH2:16][CH3:17])=[CH:23][CH:22]=[N:21]2)=[N:25][CH:26]=[CH:27][CH:28]=1, predict the reactants needed to synthesize it. The reactants are: C([O:3][C:4]([C:6]1[N:14]=[C:13]2[N:8]([CH:9]=[N:10][C:11]([CH2:18][C:19]3[N:20]([C:24]4[C:29]([Br:30])=[CH:28][CH:27]=[CH:26][N:25]=4)[N:21]=[CH:22][CH:23]=3)=[C:12]2[CH2:15][CH2:16][CH3:17])[N:7]=1)=O)C.[NH4+:31].CO. (5) Given the product [Cl:39][C:40]1[CH:45]=[CH:44][C:43]([C:2]2[CH:7]=[C:6]([C:8]3[C:9]([C:32]4[CH:37]=[CH:36][CH:35]=[C:34]([CH3:38])[N:33]=4)=[N:10][NH:11][CH:12]=3)[CH:5]=[CH:4][N:3]=2)=[CH:42][CH:41]=1, predict the reactants needed to synthesize it. The reactants are: Br[C:2]1[CH:7]=[C:6]([C:8]2[C:9]([C:32]3[CH:37]=[CH:36][CH:35]=[C:34]([CH3:38])[N:33]=3)=[N:10][N:11](C(C3C=CC=CC=3)(C3C=CC=CC=3)C3C=CC=CC=3)[CH:12]=2)[CH:5]=[CH:4][N:3]=1.[Cl:39][C:40]1[CH:45]=[CH:44][C:43](B(O)O)=[CH:42][CH:41]=1. (6) The reactants are: [Br:1][C:2]1[N:11]=[C:5]2[CH:6]=[CH:7][CH:8]=[C:9](Br)[N:4]2[N:3]=1.C(=O)([O-])[O-].[K+].[K+].[NH2:18][C@H:19]1[CH2:24][CH2:23][CH2:22][N:21]([C:25]([O:27][C:28]([CH3:31])([CH3:30])[CH3:29])=[O:26])[CH2:20]1. Given the product [Br:1][C:2]1[N:11]=[C:5]2[CH:6]=[CH:7][CH:8]=[C:9]([NH:18][C@H:19]3[CH2:24][CH2:23][CH2:22][N:21]([C:25]([O:27][C:28]([CH3:31])([CH3:30])[CH3:29])=[O:26])[CH2:20]3)[N:4]2[N:3]=1, predict the reactants needed to synthesize it.